Predict the reactants needed to synthesize the given product. From a dataset of Full USPTO retrosynthesis dataset with 1.9M reactions from patents (1976-2016). Given the product [CH2:15]([N:17]([CH2:18][CH3:19])[C:7](=[O:9])[C:2]1[CH:3]=[CH:4][CH:5]=[CH:6][N:1]=1)[CH3:16], predict the reactants needed to synthesize it. The reactants are: [N:1]1[CH:6]=[CH:5][CH:4]=[CH:3][C:2]=1[C:7]([OH:9])=O.CN(C)C=O.[CH2:15]([NH:17][CH2:18][CH3:19])[CH3:16].